This data is from Full USPTO retrosynthesis dataset with 1.9M reactions from patents (1976-2016). The task is: Predict the reactants needed to synthesize the given product. (1) Given the product [Br:1][C:2]1[N:7]=[C:6]([C:8]([O:10][CH3:11])=[O:9])[C:5]([O:12][CH3:15])=[CH:4][CH:3]=1, predict the reactants needed to synthesize it. The reactants are: [Br:1][C:2]1[N:7]=[C:6]([C:8]([O:10][CH3:11])=[O:9])[C:5]([OH:12])=[CH:4][CH:3]=1.CI.[C:15]([O-])([O-])=O.[K+].[K+]. (2) Given the product [CH:11]([C:10]1[C:2]([B:24]2[O:28][C:27]([CH3:30])([CH3:29])[C:26]([CH3:32])([CH3:31])[O:25]2)=[C:3]2[C:7](=[CH:8][CH:9]=1)[N:6]([S:14]([C:17]1[CH:23]=[CH:22][C:20]([CH3:21])=[CH:19][CH:18]=1)(=[O:16])=[O:15])[N:5]=[CH:4]2)([CH3:13])[CH3:12], predict the reactants needed to synthesize it. The reactants are: Br[C:2]1[C:10]([CH:11]([CH3:13])[CH3:12])=[CH:9][CH:8]=[C:7]2[C:3]=1[CH:4]=[N:5][N:6]2[S:14]([C:17]1[CH:23]=[CH:22][C:20]([CH3:21])=[CH:19][CH:18]=1)(=[O:16])=[O:15].[B:24]1([B:24]2[O:28][C:27]([CH3:30])([CH3:29])[C:26]([CH3:32])([CH3:31])[O:25]2)[O:28][C:27]([CH3:30])([CH3:29])[C:26]([CH3:32])([CH3:31])[O:25]1.C(Cl)Cl.C([O-])(=O)C.[K+].